Dataset: Reaction yield outcomes from USPTO patents with 853,638 reactions. Task: Predict the reaction yield, written as a fraction of the theoretical maximum amount of product (1.0 means a 100% yield; for example, 0.34 means a 34% yield). The reactants are Br[C:2]1[CH:22]=[CH:21][C:5]([O:6][C:7]2[CH:14]=[CH:13][C:10]([C:11]#[N:12])=[C:9]([O:15][CH:16]3[CH2:20][CH2:19][CH2:18][CH2:17]3)[N:8]=2)=[CH:4][C:3]=1[CH:23]=[O:24].[B:25]1([B:25]2[O:29][C:28]([CH3:31])([CH3:30])[C:27]([CH3:33])([CH3:32])[O:26]2)[O:29][C:28]([CH3:31])([CH3:30])[C:27]([CH3:33])([CH3:32])[O:26]1.C([O-])(=O)C.[K+]. The catalyst is O1CCOCC1.C1C=CC(P(C2C=CC=CC=2)[C-]2C=CC=C2)=CC=1.C1C=CC(P(C2C=CC=CC=2)[C-]2C=CC=C2)=CC=1.Cl[Pd]Cl.[Fe+2]. The product is [CH:16]1([O:15][C:9]2[N:8]=[C:7]([O:6][C:5]3[CH:21]=[CH:22][C:2]([B:25]4[O:29][C:28]([CH3:31])([CH3:30])[C:27]([CH3:33])([CH3:32])[O:26]4)=[C:3]([CH:23]=[O:24])[CH:4]=3)[CH:14]=[CH:13][C:10]=2[C:11]#[N:12])[CH2:20][CH2:19][CH2:18][CH2:17]1. The yield is 0.830.